Dataset: Catalyst prediction with 721,799 reactions and 888 catalyst types from USPTO. Task: Predict which catalyst facilitates the given reaction. (1) Reactant: Cl[C:2]1[C:7]([C:8]#[N:9])=[C:6]([C:10]2[CH:15]=[CH:14][C:13]([Cl:16])=[C:12]([Cl:17])[CH:11]=2)[N:5]=[C:4]([CH:18]([CH3:20])[CH3:19])[N:3]=1.[SH:21][CH2:22][C:23]([NH2:25])=[O:24].C(=O)([O-])[O-].[Na+].[Na+]. Product: [C:8]([C:7]1[C:2]([S:21][CH2:22][C:23]([NH2:25])=[O:24])=[N:3][C:4]([CH:18]([CH3:20])[CH3:19])=[N:5][C:6]=1[C:10]1[CH:15]=[CH:14][C:13]([Cl:16])=[C:12]([Cl:17])[CH:11]=1)#[N:9]. The catalyst class is: 14. (2) Reactant: [OH:1][C:2]1[C:10]2[N:9]=[C:8]([CH3:11])[N:7]([CH3:12])[C:6]=2[CH:5]=[C:4]([C:13]([O:15][CH2:16][CH3:17])=[O:14])[CH:3]=1.[O:18]1[CH:20]2[CH2:21][C:22]3[C:27]([CH:19]12)=[CH:26][CH:25]=[CH:24][CH:23]=3.C(N(CC)CC)C. Product: [OH:18][C@@H:20]1[CH2:21][C:22]2[C:27](=[CH:26][CH:25]=[CH:24][CH:23]=2)[C@H:19]1[O:1][C:2]1[C:10]2[N:9]=[C:8]([CH3:11])[N:7]([CH3:12])[C:6]=2[CH:5]=[C:4]([C:13]([O:15][CH2:16][CH3:17])=[O:14])[CH:3]=1. The catalyst class is: 40. (3) Reactant: [C:1]([NH:4][NH:5][C:6]([C:8]1[CH:33]=[CH:32][C:11]([O:12][C@H:13]2[CH2:17][CH2:16][N:15]([CH:18]3[CH2:23][CH2:22][N:21]([C:24]([O:26][C:27]([CH3:30])([CH3:29])[CH3:28])=[O:25])[CH2:20][CH2:19]3)[C:14]2=[O:31])=[C:10]([F:34])[CH:9]=1)=O)(=[O:3])[CH3:2].N1C=CN=C1.C1(P(C2C=CC=CC=2)C2C=CC=CC=2)C=CC=CC=1.BrC(Br)(Br)Br. Product: [F:34][C:10]1[CH:9]=[C:8]([C:6]2[O:3][C:1]([CH3:2])=[N:4][N:5]=2)[CH:33]=[CH:32][C:11]=1[O:12][C@H:13]1[CH2:17][CH2:16][N:15]([CH:18]2[CH2:23][CH2:22][N:21]([C:24]([O:26][C:27]([CH3:28])([CH3:30])[CH3:29])=[O:25])[CH2:20][CH2:19]2)[C:14]1=[O:31]. The catalyst class is: 2. (4) Reactant: Br[C:2]1[S:6][C:5]([CH2:7][O:8][C:9]2[CH:18]=[C:17]3[C:12]([CH:13]=[C:14]([CH:19]=[O:20])[CH2:15][O:16]3)=[CH:11][CH:10]=2)=[CH:4][C:3]=1[C:21]1[CH:26]=[CH:25][CH:24]=[CH:23][CH:22]=1.C([O-])(O)=O.[Na+].CCOC(C)=O.[CH3:38][N:39](C=O)C. Product: [CH:19]([C:14]1[CH2:15][O:16][C:17]2[C:12]([CH:13]=1)=[CH:11][CH:10]=[C:9]([O:8][CH2:7][C:5]1[S:6][C:2]([C:38]#[N:39])=[C:3]([C:21]3[CH:26]=[CH:25][CH:24]=[CH:23][CH:22]=3)[CH:4]=1)[CH:18]=2)=[O:20]. The catalyst class is: 380.